From a dataset of NCI-60 drug combinations with 297,098 pairs across 59 cell lines. Regression. Given two drug SMILES strings and cell line genomic features, predict the synergy score measuring deviation from expected non-interaction effect. Drug 1: C1CCC(C(C1)N)N.C(=O)(C(=O)[O-])[O-].[Pt+4]. Drug 2: COCCOC1=C(C=C2C(=C1)C(=NC=N2)NC3=CC=CC(=C3)C#C)OCCOC.Cl. Cell line: MALME-3M. Synergy scores: CSS=19.8, Synergy_ZIP=-5.36, Synergy_Bliss=2.77, Synergy_Loewe=-1.03, Synergy_HSA=1.62.